This data is from TCR-epitope binding with 47,182 pairs between 192 epitopes and 23,139 TCRs. The task is: Binary Classification. Given a T-cell receptor sequence (or CDR3 region) and an epitope sequence, predict whether binding occurs between them. The epitope is ITEEVGHTDLMAAY. The TCR CDR3 sequence is CASSLIASGGYNEQFF. Result: 0 (the TCR does not bind to the epitope).